Dataset: TCR-epitope binding with 47,182 pairs between 192 epitopes and 23,139 TCRs. Task: Binary Classification. Given a T-cell receptor sequence (or CDR3 region) and an epitope sequence, predict whether binding occurs between them. (1) The epitope is RAKFKQLL. The TCR CDR3 sequence is CASSPRTGNSGANVLTF. Result: 1 (the TCR binds to the epitope). (2) The epitope is LPRRSGAAGA. The TCR CDR3 sequence is CASSYSFLVIGDNTEAFF. Result: 1 (the TCR binds to the epitope). (3) The TCR CDR3 sequence is CASTSTPGQVGQPQHF. Result: 1 (the TCR binds to the epitope). The epitope is AMFWSVPTV. (4) The epitope is NQKLIANQF. The TCR CDR3 sequence is CASTRAGTGVNEQFF. Result: 0 (the TCR does not bind to the epitope). (5) The epitope is FVRATATIPI. The TCR CDR3 sequence is CASSLWTTGGNQPQHF. Result: 0 (the TCR does not bind to the epitope). (6) The epitope is YLNTLTLAV. The TCR CDR3 sequence is CASSRRGAATSTDTQYF. Result: 0 (the TCR does not bind to the epitope). (7) The epitope is GTHWFVTQR. The TCR CDR3 sequence is CASSSPLADANTGELFF. Result: 0 (the TCR does not bind to the epitope). (8) The epitope is EILDITPCSF. The TCR CDR3 sequence is CASSEWRGAGTDTQYF. Result: 1 (the TCR binds to the epitope). (9) The epitope is TTLPVNVAF. The TCR CDR3 sequence is CSVEPSGGSNEQFF. Result: 0 (the TCR does not bind to the epitope). (10) The epitope is TPQDLNTML. The TCR CDR3 sequence is CASKDRTQETQYF. Result: 0 (the TCR does not bind to the epitope).